Dataset: Full USPTO retrosynthesis dataset with 1.9M reactions from patents (1976-2016). Task: Predict the reactants needed to synthesize the given product. Given the product [CH2:21]([C:23]1[CH:31]=[CH:30][C:26]([C:27]([C:9]2[C:10](=[O:12])[CH2:11][CH:6]([C:4]([O:3][CH2:1][CH3:2])=[O:5])[CH2:7][C:8]=2[OH:13])=[O:28])=[CH:25][CH:24]=1)[CH3:22], predict the reactants needed to synthesize it. The reactants are: [CH2:1]([O:3][C:4]([CH:6]1[CH2:11][C:10](=[O:12])[CH:9]=[C:8]([OH:13])[CH2:7]1)=[O:5])[CH3:2].C(N(CC)CC)C.[CH2:21]([C:23]1[CH:31]=[CH:30][C:26]([C:27](Cl)=[O:28])=[CH:25][CH:24]=1)[CH3:22].OC1CCCC(=O)C=1C(=O)C1C=CC(OC)=CC=1.